Dataset: Full USPTO retrosynthesis dataset with 1.9M reactions from patents (1976-2016). Task: Predict the reactants needed to synthesize the given product. (1) Given the product [CH3:26][N:27]1[CH2:32][CH2:31][N:30]([C:2]2[N:7]=[C:6]3[C:5](=[CH:4][CH:3]=2)[NH:12][C:10](=[O:11])[C:9]2[CH:19]=[CH:20][CH:21]=[CH:22][C:8]3=2)[CH2:29][CH2:28]1, predict the reactants needed to synthesize it. The reactants are: Cl[C:2]1[N:7]=[C:6]([C:8]2[CH:22]=[CH:21][CH:20]=[CH:19][C:9]=2[C:10]([N:12](C(C)C)C(C)C)=[O:11])[C:5]([N+]([O-])=O)=[CH:4][CH:3]=1.[CH3:26][N:27]1[CH2:32][CH2:31][NH:30][CH2:29][CH2:28]1.C(N(CC)C(C)C)(C)C.C([N-]C(C)C)(C)C.[Li+]. (2) Given the product [Br:1][C:2]1[CH:3]=[C:4]([N:8]2[CH2:13][CH2:12][N:11]([C:14]([O:16][C:17]([CH3:20])([CH3:19])[CH3:18])=[O:15])[CH2:10][CH2:9]2)[CH:5]=[CH:6][CH:7]=1, predict the reactants needed to synthesize it. The reactants are: [Br:1][C:2]1[CH:3]=[C:4]([N:8]2[CH2:13][CH2:12][NH:11][CH2:10][CH2:9]2)[CH:5]=[CH:6][CH:7]=1.[C:14](O[C:14]([O:16][C:17]([CH3:20])([CH3:19])[CH3:18])=[O:15])([O:16][C:17]([CH3:20])([CH3:19])[CH3:18])=[O:15]. (3) Given the product [CH2:42]([N:45]([S:53](=[O:55])(=[O:54])[N:56]([CH2:60][CH:61]=[CH2:62])[CH2:57][CH2:58][NH:22][C:23]1[C:24]([C:28]2[N:32]([C:33]3[CH:38]=[CH:37][C:36]([F:39])=[C:35]([Br:40])[CH:34]=3)[C:31](=[O:41])[O:30][N:29]=2)=[N:25][O:26][N:27]=1)[C:46](=[O:52])[O:47][C:48]([CH3:49])([CH3:51])[CH3:50])[CH:43]=[CH2:44], predict the reactants needed to synthesize it. The reactants are: C(O[BH-](OC(=O)C)OC(=O)C)(=O)C.[Na+].FC(F)(F)C(O)=O.[NH2:22][C:23]1[C:24]([C:28]2[N:32]([C:33]3[CH:38]=[CH:37][C:36]([F:39])=[C:35]([Br:40])[CH:34]=3)[C:31](=[O:41])[O:30][N:29]=2)=[N:25][O:26][N:27]=1.[CH2:42]([N:45]([S:53]([N:56]([CH2:60][CH:61]=[CH2:62])[CH2:57][CH:58]=O)(=[O:55])=[O:54])[C:46](=[O:52])[O:47][C:48]([CH3:51])([CH3:50])[CH3:49])[CH:43]=[CH2:44].C(=O)([O-])[O-].[Na+].[Na+]. (4) Given the product [CH3:21][C:19]1[CH:18]=[C:4]([CH:3]=[C:2]([CH3:1])[CH:20]=1)[C:5]([C:7]1[N:12]([CH2:31][C:32]2[CH:37]=[C:36]([CH3:38])[N:35]=[C:34]([N:39]3[C:47](=[O:48])[C:46]4[C:41](=[CH:42][CH:43]=[CH:44][CH:45]=4)[C:40]3=[O:49])[CH:33]=2)[C:11](=[O:13])[NH:10][C:9](=[O:14])[C:8]=1[CH:15]([CH3:17])[CH3:16])=[O:6], predict the reactants needed to synthesize it. The reactants are: [CH3:1][C:2]1[CH:3]=[C:4]([CH:18]=[C:19]([CH3:21])[CH:20]=1)[C:5]([C:7]1[NH:12][C:11](=[O:13])[NH:10][C:9](=[O:14])[C:8]=1[CH:15]([CH3:17])[CH3:16])=[O:6].C(=O)([O-])[O-].[K+].[K+].[I-].[Li+].Cl[CH2:31][C:32]1[CH:37]=[C:36]([CH3:38])[N:35]=[C:34]([N:39]2[C:47](=[O:48])[C:46]3[C:41](=[CH:42][CH:43]=[CH:44][CH:45]=3)[C:40]2=[O:49])[CH:33]=1. (5) Given the product [F:3][C:4]1[CH:9]=[CH:8][C:7]([N:10]2[C:14]([CH:15]([O:17][CH2:32][C:33]3[CH:38]=[CH:37][N:36]=[CH:35][CH:34]=3)[CH3:16])=[C:13]([CH3:18])[N:12]=[C:11]2[S:19][CH2:20][C:21]2[C:26]([F:27])=[CH:25][CH:24]=[C:23]([F:28])[C:22]=2[F:29])=[CH:6][CH:5]=1, predict the reactants needed to synthesize it. The reactants are: [H-].[Na+].[F:3][C:4]1[CH:9]=[CH:8][C:7]([N:10]2[C:14]([CH:15]([OH:17])[CH3:16])=[C:13]([CH3:18])[N:12]=[C:11]2[S:19][CH2:20][C:21]2[C:26]([F:27])=[CH:25][CH:24]=[C:23]([F:28])[C:22]=2[F:29])=[CH:6][CH:5]=1.Br.Br[CH2:32][C:33]1[CH:38]=[CH:37][N:36]=[CH:35][CH:34]=1.